The task is: Predict the product of the given reaction.. This data is from Forward reaction prediction with 1.9M reactions from USPTO patents (1976-2016). (1) Given the reactants [F:1][C:2]1[CH:7]=[CH:6][C:5]([C:8]2[N:9]=[N:10][N:11]3[CH2:16][CH2:15][N:14](C(OC(C)(C)C)=O)[CH2:13][C:12]=23)=[CH:4][CH:3]=1, predict the reaction product. The product is: [F:1][C:2]1[CH:7]=[CH:6][C:5]([C:8]2[N:9]=[N:10][N:11]3[CH2:16][CH2:15][NH:14][CH2:13][C:12]=23)=[CH:4][CH:3]=1. (2) Given the reactants [Cl-].[Cl-].[CH3:3][C:4]1[CH:5]=[C:6]([NH2+:17][C:18]2[C:23]([NH2+:24][C:25]3[CH:30]=[CH:29][CH:28]=[CH:27][CH:26]=3)=[N:22][CH:21]=[CH:20][N:19]=2)[CH:7]=[C:8]([CH3:16])[C:9]=1[C:10]1[CH:15]=[CH:14][N:13]=[CH:12][CH:11]=1.[CH:31](OCC)(OCC)[O:32][CH2:33][CH3:34], predict the reaction product. The product is: [CH3:16][C:8]1[CH:7]=[C:6]([N:17]2[C:18]3[C:23](=[N:22][CH:21]=[CH:20][N:19]=3)[N:24]([C:25]3[CH:30]=[CH:29][CH:28]=[CH:27][CH:26]=3)[CH:31]2[O:32][CH2:33][CH3:34])[CH:5]=[C:4]([CH3:3])[C:9]=1[C:10]1[CH:11]=[CH:12][N:13]=[CH:14][CH:15]=1. (3) Given the reactants [C:1]([O:5][C:6]1[CH:11]=[N:10][CH:9]=[C:8]([CH:12]=[CH2:13])[N:7]=1)([CH3:4])([CH3:3])[CH3:2].Cl.[Cl:15][C:16]1[CH:29]=[CH:28][CH:27]=[CH:26][C:17]=1[O:18][CH2:19][CH:20]1[CH2:25][CH2:24][NH:23][CH2:22][CH2:21]1.C(=O)([O-])[O-].[K+].[K+].CN(C)C=O, predict the reaction product. The product is: [C:1]([O:5][C:6]1[CH:11]=[N:10][CH:9]=[C:8]([CH2:12][CH2:13][N:23]2[CH2:22][CH2:21][CH:20]([CH2:19][O:18][C:17]3[CH:26]=[CH:27][CH:28]=[CH:29][C:16]=3[Cl:15])[CH2:25][CH2:24]2)[N:7]=1)([CH3:4])([CH3:3])[CH3:2]. (4) Given the reactants [CH2:1]([O:3][C:4](=[O:9])[CH2:5][C:6](O)=[O:7])[CH3:2].O=S(Cl)[Cl:12], predict the reaction product. The product is: [Cl:12][C:6](=[O:7])[CH2:5][C:4]([O:3][CH2:1][CH3:2])=[O:9]. (5) Given the reactants [NH2:1][CH2:2][C@@H:3]1[C@@H:11]([C@@:12]2([CH3:21])[CH2:17][CH2:16][C@H:15]([OH:18])[CH2:14][C@@H:13]2[CH2:19][OH:20])[CH2:10][CH2:9][C@@:8]2([CH3:22])[C@H:4]1[CH2:5][CH2:6][C:7]2=[CH2:23].[F:24][C:25]1[CH:32]=[C:31]([CH3:33])[CH:30]=[CH:29][C:26]=1[CH:27]=O.[BH4-].[Na+], predict the reaction product. The product is: [F:24][C:25]1[CH:32]=[C:31]([CH3:33])[CH:30]=[CH:29][C:26]=1[CH2:27][NH:1][CH2:2][C@@H:3]1[C@@H:11]([C@@:12]2([CH3:21])[CH2:17][CH2:16][C@H:15]([OH:18])[CH2:14][C@@H:13]2[CH2:19][OH:20])[CH2:10][CH2:9][C@@:8]2([CH3:22])[C@H:4]1[CH2:5][CH2:6][C:7]2=[CH2:23]. (6) Given the reactants [CH2:1]([N:3]([CH2:9][CH3:10])[C:4](=[O:8])[CH2:5][NH:6][CH3:7])[CH3:2].[C:11]([NH:14][C:15]1[S:16][C:17]([S:20](Cl)(=[O:22])=[O:21])=[CH:18][N:19]=1)(=[O:13])[CH3:12].CCN(C(C)C)C(C)C, predict the reaction product. The product is: [C:11]([NH:14][C:15]1[S:16][C:17]([S:20]([N:6]([CH3:7])[CH2:5][C:4]([N:3]([CH2:9][CH3:10])[CH2:1][CH3:2])=[O:8])(=[O:21])=[O:22])=[CH:18][N:19]=1)(=[O:13])[CH3:12]. (7) Given the reactants [C:1]([O:5][C:6]([N:8]1[CH2:25][CH2:24][C:11]2[NH:12][C:13](=[S:23])[N:14]([C:17]3[CH:22]=[CH:21][CH:20]=[CH:19][CH:18]=3)[C:15](=[O:16])[C:10]=2[CH2:9]1)=[O:7])([CH3:4])([CH3:3])[CH3:2].[N:26]1[CH:31]=[CH:30][CH:29]=[C:28]([CH2:32]Br)[CH:27]=1, predict the reaction product. The product is: [C:1]([O:5][C:6]([N:8]1[CH2:25][CH2:24][C:11]2[N:12]=[C:13]([S:23][CH2:32][C:28]3[CH:27]=[N:26][CH:31]=[CH:30][CH:29]=3)[N:14]([C:17]3[CH:18]=[CH:19][CH:20]=[CH:21][CH:22]=3)[C:15](=[O:16])[C:10]=2[CH2:9]1)=[O:7])([CH3:4])([CH3:2])[CH3:3].